From a dataset of Reaction yield outcomes from USPTO patents with 853,638 reactions. Predict the reaction yield, written as a fraction of the theoretical maximum amount of product (1.0 means a 100% yield; for example, 0.34 means a 34% yield). (1) The reactants are [C:1]1([S:7]([C:10]2[CH:19]=[C:18]3[C:13]([C:14](=[CH:20][C:21]#[N:22])[CH2:15][CH2:16][O:17]3)=[CH:12][CH:11]=2)(=[O:9])=[O:8])[CH:6]=[CH:5][CH:4]=[CH:3][CH:2]=1.[H][H]. The catalyst is CCOC(C)=O.[Pd]. The product is [C:1]1([S:7]([C:10]2[CH:19]=[C:18]3[C:13]([CH:14]([CH2:20][C:21]#[N:22])[CH2:15][CH2:16][O:17]3)=[CH:12][CH:11]=2)(=[O:9])=[O:8])[CH:2]=[CH:3][CH:4]=[CH:5][CH:6]=1. The yield is 0.990. (2) The reactants are FC(F)(F)S(O[C:7]1[CH2:11][C@@H:10]([CH2:12][O:13][Si:14]([C:17]([CH3:20])([CH3:19])[CH3:18])([CH3:16])[CH3:15])[N:9]([C:21](=[O:44])[C:22]2[CH:27]=[C:26]([O:28][CH3:29])[C:25]([O:30][Si:31]([CH:38]([CH3:40])[CH3:39])([CH:35]([CH3:37])[CH3:36])[CH:32]([CH3:34])[CH3:33])=[CH:24][C:23]=2[N+:41]([O-:43])=[O:42])[CH:8]=1)(=O)=O.[CH:47](/B(O)O)=[CH:48]\[CH3:49].P([O-])([O-])([O-])=O.[K+].[K+].[K+].C(OCC)(=O)C. The catalyst is O1CCOCC1.C1C=CC([P]([Pd]([P](C2C=CC=CC=2)(C2C=CC=CC=2)C2C=CC=CC=2)([P](C2C=CC=CC=2)(C2C=CC=CC=2)C2C=CC=CC=2)[P](C2C=CC=CC=2)(C2C=CC=CC=2)C2C=CC=CC=2)(C2C=CC=CC=2)C2C=CC=CC=2)=CC=1.O. The product is [Si:14]([O:13][CH2:12][C@@H:10]1[CH2:11][C:7](/[CH:47]=[CH:48]/[CH3:49])=[CH:8][N:9]1[C:21]([C:22]1[CH:27]=[C:26]([O:28][CH3:29])[C:25]([O:30][Si:31]([CH:32]([CH3:34])[CH3:33])([CH:38]([CH3:39])[CH3:40])[CH:35]([CH3:36])[CH3:37])=[CH:24][C:23]=1[N+:41]([O-:43])=[O:42])=[O:44])([C:17]([CH3:18])([CH3:19])[CH3:20])([CH3:16])[CH3:15]. The yield is 0.700. (3) The reactants are Cl[C:2]1[C:7]2[N:8]=[C:9]([CH3:12])[N:10]([CH3:11])[C:6]=2[CH:5]=[CH:4][N:3]=1.[CH2:13]([OH:20])[C:14]1[CH:19]=[CH:18][CH:17]=[CH:16][CH:15]=1.CC(C)([O-])C.[K+].C1OCCOCCOCCOCCOCCOC1.P([O-])(O)(O)=O.[K+]. The catalyst is O1CCCC1.ClCCl.O. The product is [CH2:13]([O:20][C:2]1[C:7]2[N:8]=[C:9]([CH3:12])[N:10]([CH3:11])[C:6]=2[CH:5]=[CH:4][N:3]=1)[C:14]1[CH:19]=[CH:18][CH:17]=[CH:16][CH:15]=1. The yield is 0.700. (4) The reactants are COC1[CH:8]=[CH:7][C:6]([C@@H:9]([N:11]([CH2:22][C:23]2[N:24]=[C:25]3[CH:30]=[CH:29][CH:28]=[C:27]([N:31]4[CH2:36][CH2:35][N:34]([CH3:37])[CH2:33][CH2:32]4)[N:26]3[CH:38]=2)[C@@H:12]2[C:21]3[N:20]=[CH:19][CH:18]=[CH:17][C:16]=3[CH2:15][CH2:14][CH2:13]2)C)=CC=1.C1(C=O)CC1. No catalyst specified. The product is [CH:6]1([CH2:9][N:11]([CH2:22][C:23]2[N:24]=[C:25]3[CH:30]=[CH:29][CH:28]=[C:27]([N:31]4[CH2:36][CH2:35][N:34]([CH3:37])[CH2:33][CH2:32]4)[N:26]3[CH:38]=2)[C@@H:12]2[C:21]3[N:20]=[CH:19][CH:18]=[CH:17][C:16]=3[CH2:15][CH2:14][CH2:13]2)[CH2:8][CH2:7]1. The yield is 0.140. (5) The yield is 0.540. The catalyst is CN1CCCC1=O.O. The product is [Cl:1][C:2]1[CH:10]=[CH:9][C:8]2[N:7]([CH2:26][CH2:25][C:22]3[CH:21]=[N:20][C:19]([CH3:18])=[CH:24][N:23]=3)[C:6]3[CH2:11][CH2:12][N:13]([CH3:15])[CH2:14][C:5]=3[C:4]=2[CH:3]=1. The reactants are [Cl:1][C:2]1[CH:10]=[CH:9][C:8]2[NH:7][C:6]3[CH2:11][CH2:12][N:13]([CH3:15])[CH2:14][C:5]=3[C:4]=2[CH:3]=1.[OH-].[K+].[CH3:18][C:19]1[CH:24]=[N:23][C:22]([CH:25]=[CH2:26])=[CH:21][N:20]=1. (6) The reactants are [F:1][C:2]([F:25])([F:24])[C:3]1[CH:4]=[C:5]([CH:21]=[CH:22][CH:23]=1)[CH2:6][NH:7][C:8]1[C:17]2[C:12](=[C:13]([C:18](O)=[O:19])[CH:14]=[CH:15][CH:16]=2)[N:11]=[CH:10][N:9]=1.C1N=C[N:28](C(N2C=NC=C2)=O)C=1.[NH4+].[Cl-].O. The catalyst is CS(C)=O. The product is [F:25][C:2]([F:1])([F:24])[C:3]1[CH:4]=[C:5]([CH:21]=[CH:22][CH:23]=1)[CH2:6][NH:7][C:8]1[C:17]2[C:12](=[C:13]([C:18]([NH2:28])=[O:19])[CH:14]=[CH:15][CH:16]=2)[N:11]=[CH:10][N:9]=1. The yield is 0.920. (7) The reactants are [NH2:1][C:2]1[N:3]=[C:4]2[CH:9]=[CH:8][C:7]([C:10]3[N:14]4[CH2:15][CH2:16][N:17]([C:19]([O:21][C:22]([CH3:25])([CH3:24])[CH3:23])=[O:20])[CH2:18][C:13]4=[N:12][C:11]=3[C:26]3[CH:31]=[CH:30][C:29]([F:32])=[CH:28][CH:27]=3)=[N:6][N:5]2[CH:33]=1.CN(C(ON1N=NC2C=CC=NC1=2)=[N+](C)C)C.F[P-](F)(F)(F)(F)F.CCN(C(C)C)C(C)C.[F:67][C:68]1[CH:69]=[C:70]([CH:74]=[CH:75][N:76]=1)[C:71](O)=[O:72]. The catalyst is CN(C=O)C. The product is [F:67][C:68]1[CH:69]=[C:70]([CH:74]=[CH:75][N:76]=1)[C:71]([NH:1][C:2]1[N:3]=[C:4]2[CH:9]=[CH:8][C:7]([C:10]3[N:14]4[CH2:15][CH2:16][N:17]([C:19]([O:21][C:22]([CH3:23])([CH3:24])[CH3:25])=[O:20])[CH2:18][C:13]4=[N:12][C:11]=3[C:26]3[CH:27]=[CH:28][C:29]([F:32])=[CH:30][CH:31]=3)=[N:6][N:5]2[CH:33]=1)=[O:72]. The yield is 0.900.